Dataset: Peptide-MHC class I binding affinity with 185,985 pairs from IEDB/IMGT. Task: Regression. Given a peptide amino acid sequence and an MHC pseudo amino acid sequence, predict their binding affinity value. This is MHC class I binding data. (1) The peptide sequence is ISIKVKNHI. The MHC is HLA-B15:01 with pseudo-sequence HLA-B15:01. The binding affinity (normalized) is 0.202. (2) The peptide sequence is AMYYRRTER. The MHC is HLA-A02:19 with pseudo-sequence HLA-A02:19. The binding affinity (normalized) is 0.0847. (3) The binding affinity (normalized) is 0.0847. The peptide sequence is YLDNVGVHI. The MHC is HLA-B39:01 with pseudo-sequence HLA-B39:01. (4) The peptide sequence is QIYAGIKVR. The MHC is HLA-B44:02 with pseudo-sequence HLA-B44:02. The binding affinity (normalized) is 0. (5) The peptide sequence is ELNKGWFGA. The MHC is HLA-B27:03 with pseudo-sequence HLA-B27:03. The binding affinity (normalized) is 0.0847. (6) The peptide sequence is YVIRHVDGKI. The MHC is HLA-A02:03 with pseudo-sequence HLA-A02:03. The binding affinity (normalized) is 0.562. (7) The peptide sequence is FMDPGIFPR. The MHC is HLA-A26:01 with pseudo-sequence HLA-A26:01. The binding affinity (normalized) is 0.0847.